Task: Predict the product of the given reaction.. Dataset: Forward reaction prediction with 1.9M reactions from USPTO patents (1976-2016) (1) Given the reactants [CH2:1]([N:8]([CH2:18][CH2:19][O:20][Si:21]([C:24]([CH3:27])([CH3:26])[CH3:25])([CH3:23])[CH3:22])[C:9](=[O:17])[C:10]1[CH:15]=[CH:14][N:13]=[CH:12][C:11]=1[F:16])[C:2]1[CH:7]=[CH:6][CH:5]=[CH:4][CH:3]=1.ClC1C=CC=C(C(OO)=[O:36])C=1.S([O-])([O-])(=O)=S.[Na+].[Na+], predict the reaction product. The product is: [CH2:1]([N:8]([CH2:18][CH2:19][O:20][Si:21]([C:24]([CH3:27])([CH3:26])[CH3:25])([CH3:22])[CH3:23])[C:9](=[O:17])[C:10]1[CH:15]=[CH:14][N+:13]([O-:36])=[CH:12][C:11]=1[F:16])[C:2]1[CH:3]=[CH:4][CH:5]=[CH:6][CH:7]=1. (2) Given the reactants [Cl:1][C:2]1[C:3]([O:9][CH:10]2[CH2:15][CH2:14][N:13]([C:16]([O:18][C:19]([CH3:22])([CH3:21])[CH3:20])=[O:17])[CH2:12][CH2:11]2)=[CH:4][C:5](=[O:8])[NH:6][CH:7]=1.[H-].[Na+].[F:25][C:26]1[CH:31]=[C:30](F)[CH:29]=[CH:28][C:27]=1[S:33]([CH3:36])(=[O:35])=[O:34], predict the reaction product. The product is: [Cl:1][C:2]1[C:3]([O:9][CH:10]2[CH2:15][CH2:14][N:13]([C:16]([O:18][C:19]([CH3:22])([CH3:21])[CH3:20])=[O:17])[CH2:12][CH2:11]2)=[CH:4][C:5](=[O:8])[N:6]([C:30]2[CH:29]=[CH:28][C:27]([S:33]([CH3:36])(=[O:34])=[O:35])=[C:26]([F:25])[CH:31]=2)[CH:7]=1. (3) Given the reactants [F:1][C:2]1[CH:35]=[CH:34][C:5]([C:6](/[N:8]=[C:9]2/[N:10]([C@H:22]3[CH2:27][CH2:26][C@@H:25]([C:28](=[O:33])[NH:29][CH:30]([CH3:32])[CH3:31])[CH2:24][CH2:23]3)[C:11]3[CH:16]=[C:15]([O:17][CH2:18][CH2:19][OH:20])[N:14]=[CH:13][C:12]=3[NH:21]/2)=[O:7])=[CH:4][CH:3]=1.CC(OI1(OC(C)=O)(OC(C)=O)OC(=O)C2C=CC=CC1=2)=O, predict the reaction product. The product is: [F:1][C:2]1[CH:3]=[CH:4][C:5]([C:6](/[N:8]=[C:9]2/[N:10]([C@H:22]3[CH2:23][CH2:24][C@@H:25]([C:28](=[O:33])[NH:29][CH:30]([CH3:31])[CH3:32])[CH2:26][CH2:27]3)[C:11]3[CH:16]=[C:15]([O:17][CH2:18][CH:19]=[O:20])[N:14]=[CH:13][C:12]=3[NH:21]/2)=[O:7])=[CH:34][CH:35]=1.